From a dataset of Forward reaction prediction with 1.9M reactions from USPTO patents (1976-2016). Predict the product of the given reaction. Given the reactants [CH3:1][N:2]([CH3:19])[C:3](=[O:18])[CH2:4][CH2:5][CH2:6]/[CH:7]=[CH:8]\[C:9]1[CH:10]=[C:11]([CH:15]=[CH:16][CH:17]=1)[C:12]([OH:14])=O.[NH2:20][CH:21]([CH3:35])[C@@H:22]([O:24][Si:25]([CH:32]([CH3:34])[CH3:33])([CH:29]([CH3:31])[CH3:30])[CH:26]([CH3:28])[CH3:27])O, predict the reaction product. The product is: [CH3:19][N:2]([CH3:1])[C:3](=[O:18])[CH2:4][CH2:5][CH2:6]/[CH:7]=[CH:8]\[C:9]1[CH:10]=[C:11]([CH:15]=[CH:16][CH:17]=1)[C:12]([NH:20][CH:21]([CH3:35])[CH2:22][O:24][Si:25]([CH:29]([CH3:31])[CH3:30])([CH:26]([CH3:28])[CH3:27])[CH:32]([CH3:33])[CH3:34])=[O:14].